Task: Predict which catalyst facilitates the given reaction.. Dataset: Catalyst prediction with 721,799 reactions and 888 catalyst types from USPTO (1) Reactant: [CH2:1]([O:8][C:9]1[C:10]([NH:19][C:20]2[S:21][CH:22]=[C:23]([CH3:25])[N:24]=2)=[N:11][CH:12]=[C:13]([CH:15]=[CH:16][O:17]C)[CH:14]=1)[C:2]1[CH:7]=[CH:6][CH:5]=[CH:4][CH:3]=1.Cl. Product: [CH2:1]([O:8][C:9]1[CH:14]=[C:13]([CH2:15][CH:16]=[O:17])[CH:12]=[N:11][C:10]=1[NH:19][C:20]1[S:21][CH:22]=[C:23]([CH3:25])[N:24]=1)[C:2]1[CH:7]=[CH:6][CH:5]=[CH:4][CH:3]=1. The catalyst class is: 1. (2) Reactant: CC(OC(=O)[NH:7][CH2:8][CH2:9][C@@H:10]([O:16][C:17]1[CH:22]=[C:21]([Cl:23])[C:20]([F:24])=[CH:19][C:18]=1[C:25]#[N:26])[C:11]1[CH:15]=[CH:14][O:13][CH:12]=1)(C)C.C(=O)(O)[O-].[Na+].[C:33]([OH:40])(=[O:39])/[CH:34]=[CH:35]/[C:36]([OH:38])=[O:37]. Product: [C:33]([OH:40])(=[O:39])/[CH:34]=[CH:35]/[C:36]([OH:38])=[O:37].[NH2:7][CH2:8][CH2:9][C@@H:10]([O:16][C:17]1[CH:22]=[C:21]([Cl:23])[C:20]([F:24])=[CH:19][C:18]=1[C:25]#[N:26])[C:11]1[CH:15]=[CH:14][O:13][CH:12]=1. The catalyst class is: 89. (3) Product: [CH3:21][C:5]([S:17]([CH3:20])(=[O:19])=[O:18])([CH2:6][CH2:7][C:8]1[CH:13]=[CH:12][C:11]([O:29][C:23]2[CH:28]=[CH:27][CH:26]=[CH:25][CH:24]=2)=[CH:10][CH:9]=1)[C:4]([O:3][CH2:1][CH3:2])=[O:22]. Reactant: [CH2:1]([O:3][C:4](=[O:22])[C:5]([CH3:21])([S:17]([CH3:20])(=[O:19])=[O:18])[CH2:6][CH2:7][C:8]1[CH:13]=[CH:12][C:11](B(O)O)=[CH:10][CH:9]=1)[CH3:2].[C:23]1([OH:29])[CH:28]=[CH:27][CH:26]=[CH:25][CH:24]=1.N1C=CC=CC=1. The catalyst class is: 302. (4) Reactant: Cl[C:2]1[N:7]=[C:6]([C:8]2[CH:13]=[CH:12][CH:11]=[CH:10][CH:9]=2)[N:5]=[C:4]([NH:14][C:15]2[CH:20]=[CH:19][C:18]([S:21]([CH3:24])(=[O:23])=[O:22])=[CH:17][CH:16]=2)[CH:3]=1.[F:25][C:26]([F:38])([F:37])[O:27][C:28]1[CH:33]=[CH:32][C:31](B(O)O)=[CH:30][CH:29]=1.C(=O)([O-])[O-].[Na+].[Na+]. The catalyst class is: 128. Product: [CH3:24][S:21]([C:18]1[CH:19]=[CH:20][C:15]([NH:14][C:4]2[CH:3]=[C:2]([C:31]3[CH:30]=[CH:29][C:28]([O:27][C:26]([F:25])([F:37])[F:38])=[CH:33][CH:32]=3)[N:7]=[C:6]([C:8]3[CH:13]=[CH:12][CH:11]=[CH:10][CH:9]=3)[N:5]=2)=[CH:16][CH:17]=1)(=[O:23])=[O:22]. (5) Reactant: [CH2:1]([O:3][C@@H:4]([C@H:9](O)[C:10]1[CH:15]=[CH:14][C:13]([C:16]2[CH:21]=[CH:20][CH:19]=[C:18](CNC)[CH:17]=2)=[CH:12][CH:11]=1)[C:5]([O:7][CH3:8])=[O:6])[CH3:2].[CH2:26]([N:28](CC)[CH2:29]C)C. Product: [CH2:1]([O:3][C@@H:4]([CH2:9][C:10]1[CH:15]=[CH:14][C:13]([C:16]2[CH:17]=[CH:18][CH:19]=[CH:20][CH:21]=2)=[CH:12][C:11]=1[CH2:26][NH:28][CH3:29])[C:5]([O:7][CH3:8])=[O:6])[CH3:2]. The catalyst class is: 55.